Predict the reactants needed to synthesize the given product. From a dataset of Full USPTO retrosynthesis dataset with 1.9M reactions from patents (1976-2016). Given the product [Br:28][C:29]1[CH:30]=[C:31]([C:35]2([NH:38][C:2]3[N:7]=[C:6]([O:8][CH2:9][C:10]([F:13])([F:12])[F:11])[N:5]=[C:4]([NH:14][C:15]4[CH:27]=[CH:26][C:18]([C:19]([O:21][C:22]([CH3:25])([CH3:24])[CH3:23])=[O:20])=[CH:17][CH:16]=4)[N:3]=3)[CH2:36][CH2:37]2)[CH:32]=[CH:33][CH:34]=1, predict the reactants needed to synthesize it. The reactants are: Cl[C:2]1[N:7]=[C:6]([O:8][CH2:9][C:10]([F:13])([F:12])[F:11])[N:5]=[C:4]([NH:14][C:15]2[CH:27]=[CH:26][C:18]([C:19]([O:21][C:22]([CH3:25])([CH3:24])[CH3:23])=[O:20])=[CH:17][CH:16]=2)[N:3]=1.[Br:28][C:29]1[CH:30]=[C:31]([C:35]2([NH2:38])[CH2:37][CH2:36]2)[CH:32]=[CH:33][CH:34]=1.